Regression/Classification. Given a drug SMILES string, predict its absorption, distribution, metabolism, or excretion properties. Task type varies by dataset: regression for continuous measurements (e.g., permeability, clearance, half-life) or binary classification for categorical outcomes (e.g., BBB penetration, CYP inhibition). For this dataset (solubility_aqsoldb), we predict Y. From a dataset of Aqueous solubility values for 9,982 compounds from the AqSolDB database. (1) The drug is C=COCCCCOC=C. The Y is -2.65 log mol/L. (2) The compound is O=c1c(O)c(-c2ccc(O)cc2O)oc2cc(O)cc(O)c12. The Y is -3.08 log mol/L. (3) The molecule is CCc1ccc(C)nc1. The Y is -1.00 log mol/L. (4) The compound is CCC(=O)c1ccc(N)cc1. The Y is -2.63 log mol/L.